Dataset: Forward reaction prediction with 1.9M reactions from USPTO patents (1976-2016). Task: Predict the product of the given reaction. (1) Given the reactants [Cl:1][C:2]1[CH:3]=[CH:4][C:5]2[N:6]([CH:8]=[CH:9][N:10]=2)[N:7]=1.[N+:11]([O-])([OH:13])=[O:12].[OH-].[Na+], predict the reaction product. The product is: [Cl:1][C:2]1[CH:3]=[CH:4][C:5]2[N:6]([C:8]([N+:11]([O-:13])=[O:12])=[CH:9][N:10]=2)[N:7]=1. (2) Given the reactants O.C(O)(=O)C(C1C=CC=CC=1)O.[Cl:13][C:14]1[CH:15]=[C:16]([C@H:21]2[C:30]3[C:25](=[CH:26][CH:27]=[CH:28][CH:29]=3)[C@@H:24]([NH:31][CH3:32])[CH2:23][CH2:22]2)[CH:17]=[CH:18][C:19]=1[Cl:20].[OH-].[Na+], predict the reaction product. The product is: [CH3:32][NH:31][C@@H:24]1[C:25]2[CH:26]=[CH:27][CH:28]=[CH:29][C:30]=2[C@H:21]([C:16]2[CH:17]=[CH:18][C:19]([Cl:20])=[C:14]([Cl:13])[CH:15]=2)[CH2:22][CH2:23]1. (3) Given the reactants [CH3:1][C:2]([C:7]1[CH:16]=[CH:15][C:14]2[C:13]([CH3:18])([CH3:17])[CH2:12][CH2:11][C:10]([CH3:20])([CH3:19])[C:9]=2[CH:8]=1)([CH3:6])[C:3](O)=[O:4].[H-].[Al+3].[Li+].[H-].[H-].[H-], predict the reaction product. The product is: [CH3:6][C:2]([C:7]1[CH:16]=[CH:15][C:14]2[C:13]([CH3:18])([CH3:17])[CH2:12][CH2:11][C:10]([CH3:20])([CH3:19])[C:9]=2[CH:8]=1)([CH3:1])[CH2:3][OH:4]. (4) Given the reactants [NH2:1][C:2]1[C:10]2[C:5](=[CH:6][C:7]([C:11]3[S:12][C:13]4[C:19]([C:20]5[CH:25]=[CH:24][C:23]([Cl:26])=[CH:22][CH:21]=5)=[C:18]([C@H:27]([O:33][C:34]([CH3:37])([CH3:36])[CH3:35])[C:28]([O:30]CC)=[O:29])[C:17]([CH3:38])=[CH:16][C:14]=4[N:15]=3)=[CH:8][CH:9]=2)[N:4]([CH3:39])[N:3]=1.C1COCC1.[OH-].[Na+], predict the reaction product. The product is: [NH2:1][C:2]1[C:10]2[C:5](=[CH:6][C:7]([C:11]3[S:12][C:13]4[C:19]([C:20]5[CH:21]=[CH:22][C:23]([Cl:26])=[CH:24][CH:25]=5)=[C:18]([C@H:27]([O:33][C:34]([CH3:35])([CH3:36])[CH3:37])[C:28]([OH:30])=[O:29])[C:17]([CH3:38])=[CH:16][C:14]=4[N:15]=3)=[CH:8][CH:9]=2)[N:4]([CH3:39])[N:3]=1. (5) Given the reactants [Cl:1][C:2]1[CH:7]=[C:6]([CH2:8][CH2:9][NH:10][C:11]2[N:16]=[C:15]([C:17]3[CH:22]=[CH:21][CH:20]=[C:19]([CH2:23][NH:24][CH:25]([CH3:27])[CH3:26])[CH:18]=3)[CH:14]=[CH:13][N:12]=2)[CH:5]=[CH:4][C:3]=1[OH:28].[F:29][C:30]([F:41])([F:40])[C:31]1[CH:39]=[CH:38][C:34]([C:35](O)=[O:36])=[CH:33][N:32]=1, predict the reaction product. The product is: [Cl:1][C:2]1[CH:7]=[C:6]([CH2:8][CH2:9][NH:10][C:11]2[N:16]=[C:15]([C:17]3[CH:18]=[C:19]([CH:20]=[CH:21][CH:22]=3)[CH2:23][N:24]([CH:25]([CH3:26])[CH3:27])[C:35](=[O:36])[C:34]3[CH:38]=[CH:39][C:31]([C:30]([F:41])([F:29])[F:40])=[N:32][CH:33]=3)[CH:14]=[CH:13][N:12]=2)[CH:5]=[CH:4][C:3]=1[OH:28]. (6) Given the reactants [CH3:1][C:2]([CH3:32])([CH3:31])[C:3](=[O:30])[CH2:4][O:5][C:6]1[CH:11]=[CH:10][C:9]([C:12]([C:17]2[CH:27]=[CH:26][C:20]([O:21][CH2:22][C:23](O)=[O:24])=[C:19]([CH3:28])[CH:18]=2)([CH2:15][CH3:16])[CH2:13][CH3:14])=[CH:8][C:7]=1[CH3:29].[CH2:33]([O:40][NH2:41])[C:34]1[CH:39]=[CH:38][CH:37]=[CH:36][CH:35]=1.CCN(C(C)C)C(C)C.CN(C(ON1N=NC2C=CC=CC1=2)=[N+](C)C)C.F[P-](F)(F)(F)(F)F, predict the reaction product. The product is: [CH2:33]([O:40][NH:41][C:23](=[O:24])[CH2:22][O:21][C:20]1[CH:26]=[CH:27][C:17]([C:12]([C:9]2[CH:10]=[CH:11][C:6]([O:5][CH2:4][C:3](=[O:30])[C:2]([CH3:1])([CH3:31])[CH3:32])=[C:7]([CH3:29])[CH:8]=2)([CH2:13][CH3:14])[CH2:15][CH3:16])=[CH:18][C:19]=1[CH3:28])[C:34]1[CH:39]=[CH:38][CH:37]=[CH:36][CH:35]=1. (7) Given the reactants [CH2:1]([N:8]1[CH2:13][CH2:12][C:11]([OH:22])([C:14]2[CH:15]=[N:16][CH:17]=[CH:18][C:19]=2[CH2:20]O)[CH2:10][CH2:9]1)[C:2]1[CH:7]=[CH:6][CH:5]=[CH:4][CH:3]=1.C(N(CC)CC)C.CS(Cl)(=O)=O, predict the reaction product. The product is: [CH2:1]([N:8]1[CH2:13][CH2:12][C:11]2([C:14]3[CH:15]=[N:16][CH:17]=[CH:18][C:19]=3[CH2:20][O:22]2)[CH2:10][CH2:9]1)[C:2]1[CH:3]=[CH:4][CH:5]=[CH:6][CH:7]=1.